This data is from Reaction yield outcomes from USPTO patents with 853,638 reactions. The task is: Predict the reaction yield, written as a fraction of the theoretical maximum amount of product (1.0 means a 100% yield; for example, 0.34 means a 34% yield). (1) The yield is 0.970. The reactants are [C:1]([O:5][C:6]([N:8]1[CH2:13][CH:12]2[C:10]([C:14]3[CH:19]=[CH:18][C:17]([NH:20]CC4C=CC=CC=4)=[CH:16][CH:15]=3)([CH2:11]2)[CH2:9]1)=[O:7])([CH3:4])([CH3:3])[CH3:2]. The product is [C:1]([O:5][C:6]([N:8]1[CH2:13][CH:12]2[C:10]([C:14]3[CH:19]=[CH:18][C:17]([NH2:20])=[CH:16][CH:15]=3)([CH2:11]2)[CH2:9]1)=[O:7])([CH3:4])([CH3:2])[CH3:3]. The catalyst is CO.[Pd]. (2) The reactants are [Br:1][C:2]1[C:3]([OH:12])=[CH:4][C:5]([OH:11])=[C:6]([CH:10]=1)[C:7]([OH:9])=O.Cl.CN(C)CCCN=C=NCC.C1C=CC2N(O)N=NC=2C=1.[CH2:35]1[C:43]2[C:38](=[CH:39][CH:40]=[CH:41][CH:42]=2)[CH2:37][NH:36]1. The catalyst is CN(C=O)C. The product is [Br:1][C:2]1[C:3]([OH:12])=[CH:4][C:5]([OH:11])=[C:6]([C:7]([N:36]2[CH2:37][C:38]3[C:43](=[CH:42][CH:41]=[CH:40][CH:39]=3)[CH2:35]2)=[O:9])[CH:10]=1. The yield is 0.440. (3) The reactants are CN(C)CCN.[CH:7]1([O:12][N:13]2C(=O)C3=CC=CC=C3C2=O)[CH2:11][CH2:10][CH2:9][CH2:8]1.C(O)(=O)C.[C:28]([C:31]1[CH:36]=[C:35]([Cl:37])[CH:34]=[CH:33][C:32]=1[NH:38][S:39]([C:42]([F:45])([F:44])[F:43])(=[O:41])=[O:40])(=O)[CH3:29]. The catalyst is CCO. The product is [Cl:37][C:35]1[CH:34]=[CH:33][C:32]([NH:38][S:39]([C:42]([F:45])([F:44])[F:43])(=[O:41])=[O:40])=[C:31]([C:28](=[N:13][O:12][CH:7]2[CH2:11][CH2:10][CH2:9][CH2:8]2)[CH3:29])[CH:36]=1. The yield is 0.480. (4) The reactants are [CH2:1]([N:3]1[C:7]([S:8][C:9]2[CH:10]=[C:11]([C:17]#[N:18])[CH:12]=[C:13]([CH:16]=2)[C:14]#[N:15])=[C:6]([CH2:19][CH3:20])[N:5]=[C:4]1[CH2:21]O)[CH3:2].C1(P(C2C=CC=CC=2)C2C=CC=CC=2)C=CC=CC=1.[C:42]1(=[O:52])[NH:46][C:45](=[O:47])[C:44]2=[CH:48][CH:49]=[CH:50][CH:51]=[C:43]12.N(C(OC(C)C)=O)=NC(OC(C)C)=O. The catalyst is O1CCCC1.C(OCC)(=O)C. The product is [O:47]=[C:45]1[C:44]2[C:43](=[CH:51][CH:50]=[CH:49][CH:48]=2)[C:42](=[O:52])[N:46]1[CH2:21][C:4]1[N:3]([CH2:1][CH3:2])[C:7]([S:8][C:9]2[CH:16]=[C:13]([C:14]#[N:15])[CH:12]=[C:11]([CH:10]=2)[C:17]#[N:18])=[C:6]([CH2:19][CH3:20])[N:5]=1. The yield is 1.00. (5) The reactants are [C:1]1([C:14]([OH:16])=O)[C:13]2[NH:12][C:11]3[C:6](=[CH:7][CH:8]=[CH:9][CH:10]=3)[C:5]=2[CH:4]=[CH:3][CH:2]=1.ON1C2C=CC=CC=2N=N1.Cl.C(N=C=NCCCN(C)C)C.[NH2:39][C:40]1[CH:41]=[C:42]([C:47]2[CH:48]=[N:49][CH:50]=[N:51][CH:52]=2)[CH:43]=[CH:44][C:45]=1[CH3:46]. The catalyst is ClCCl.CN(C)C1C=CN=CC=1. The product is [CH3:46][C:45]1[C:40]([NH:39][C:14]([C:1]2[C:13]3[NH:12][C:11]4[C:6](=[CH:7][CH:8]=[CH:9][CH:10]=4)[C:5]=3[CH:4]=[CH:3][CH:2]=2)=[O:16])=[CH:41][C:42]([C:47]2[CH:52]=[N:51][CH:50]=[N:49][CH:48]=2)=[CH:43][CH:44]=1. The yield is 0.336. (6) The yield is 0.830. The product is [CH2:1]([C:3]1([S:6]([Cl:13])(=[O:9])=[O:7])[CH2:5][CH2:4]1)[CH3:2]. The reactants are [CH2:1]([C:3]1([S:6]([O-:9])(=O)=[O:7])[CH2:5][CH2:4]1)[CH3:2].[K+].S(Cl)([Cl:13])=O.O. The catalyst is C(Cl)Cl.CN(C=O)C. (7) The reactants are [OH:1][N:2]1[C:7](=[O:8])[C:6]([CH2:9][C:10]2[CH:15]=[CH:14][C:13]([C:16]3[C:17]([C:22]#[N:23])=[CH:18][CH:19]=[CH:20][CH:21]=3)=[CH:12][CH:11]=2)=[C:5]([CH2:24][CH2:25][CH3:26])[N:4]=[C:3]1[CH3:27].[O:28]1[CH2:33][CH2:32][CH:31](O)[CH2:30][CH2:29]1.C1(P(C2C=CC=CC=2)C2C=CC=CC=2)C=CC=CC=1.[N:55]([C:56]([O:58]C(C)C)=[O:57])=[N:55][C:56]([O:58]C(C)C)=[O:57]. The catalyst is O1CCCC1.C(OCC)(=O)C. The product is [CH3:27][C:3]1[N:2]([O:1][CH:31]2[CH2:32][CH2:33][O:28][CH2:29][CH2:30]2)[C:7](=[O:8])[C:6]([CH2:9][C:10]2[CH:11]=[CH:12][C:13]([C:16]3[CH:21]=[CH:20][CH:19]=[CH:18][C:17]=3[C:22]3[NH:55][C:56](=[O:57])[O:58][N:23]=3)=[CH:14][CH:15]=2)=[C:5]([CH2:24][CH2:25][CH3:26])[N:4]=1. The yield is 0.490.